Dataset: Full USPTO retrosynthesis dataset with 1.9M reactions from patents (1976-2016). Task: Predict the reactants needed to synthesize the given product. (1) Given the product [CH2:2]([O:3][C:4]1[CH:5]=[CH:6][CH:7]=[CH:8][C:9]=1[CH:10]1[C:20]2[CH:19]=[C:18]3[O:21][CH2:22][O:23][C:17]3=[CH:16][C:15]=2[NH:14][C:12](=[S:33])[CH2:11]1)[CH3:1], predict the reactants needed to synthesize it. The reactants are: [CH3:1][CH2:2][O:3][C:4]1[C:9]([CH:10]2[C:20]3[C:15](=[CH:16][C:17]4[O:23][CH2:22][O:21][C:18]=4[CH:19]=3)[NH:14][C:12](=O)[CH2:11]2)=[CH:8][CH:7]=[CH:6][CH:5]=1.COC1C=CC(P2(SP(C3C=CC(OC)=CC=3)(=S)S2)=[S:33])=CC=1. (2) Given the product [C:48]([OH:55])(=[O:54])/[CH:49]=[CH:50]\[C:51]([OH:53])=[O:52].[C:1]([C:5]1[CH:9]=[C:8]([NH:10][C:11]([NH:13][C:14]2[C:23]3[C:18](=[CH:19][CH:20]=[CH:21][CH:22]=3)[C:17]([O:24][CH2:25][C:26]3[CH:31]=[CH:30][N:29]=[C:28]([NH:32][C:33]4[CH:38]=[N:37][CH:36]=[C:35]([CH2:39][CH3:40])[N:34]=4)[CH:27]=3)=[CH:16][CH:15]=2)=[O:12])[N:7]([C:41]2[CH:42]=[CH:43][C:44]([CH3:47])=[CH:45][CH:46]=2)[N:6]=1)([CH3:4])([CH3:2])[CH3:3], predict the reactants needed to synthesize it. The reactants are: [C:1]([C:5]1[CH:9]=[C:8]([NH:10][C:11]([NH:13][C:14]2[C:23]3[C:18](=[CH:19][CH:20]=[CH:21][CH:22]=3)[C:17]([O:24][CH2:25][C:26]3[CH:31]=[CH:30][N:29]=[C:28]([NH:32][C:33]4[CH:38]=[N:37][CH:36]=[C:35]([CH2:39][CH3:40])[N:34]=4)[CH:27]=3)=[CH:16][CH:15]=2)=[O:12])[N:7]([C:41]2[CH:46]=[CH:45][C:44]([CH3:47])=[CH:43][CH:42]=2)[N:6]=1)([CH3:4])([CH3:3])[CH3:2].[C:48]([OH:55])(=[O:54])/[CH:49]=[CH:50]\[C:51]([OH:53])=[O:52]. (3) Given the product [F:11][C:12]1[CH:17]=[C:16]([F:18])[CH:15]=[CH:14][C:13]=1[C:19]1[CH:20]=[CH:21][C:22]([S:25]([NH:1][C@H:2]2[CH2:6][CH2:5][C@@H:4]([C:7]([O:9][CH3:10])=[O:8])[CH2:3]2)(=[O:27])=[O:26])=[CH:23][CH:24]=1, predict the reactants needed to synthesize it. The reactants are: [NH2:1][C@H:2]1[CH2:6][CH2:5][C@@H:4]([C:7]([O:9][CH3:10])=[O:8])[CH2:3]1.[F:11][C:12]1[CH:17]=[C:16]([F:18])[CH:15]=[CH:14][C:13]=1[C:19]1[CH:24]=[CH:23][C:22]([S:25](Cl)(=[O:27])=[O:26])=[CH:21][CH:20]=1. (4) Given the product [CH3:12][C@H:13]1[NH:14][C@@H:15]([CH3:19])[CH2:16][N:17]([C:8]([C:5]2[C:4]([CH3:11])=[C:3]([CH:1]=[O:2])[NH:7][CH:6]=2)=[O:10])[CH2:18]1, predict the reactants needed to synthesize it. The reactants are: [CH:1]([C:3]1[NH:7][CH:6]=[C:5]([C:8]([OH:10])=O)[C:4]=1[CH3:11])=[O:2].[CH3:12][C@H:13]1[CH2:18][NH:17][CH2:16][C@@H:15]([CH3:19])[NH:14]1. (5) Given the product [C:4]([O:3][C:1]([N:8]1[CH2:9][CH2:10][N:11]([C:21]2[CH:28]=[CH:27][C:26]([N+:29]([O-:31])=[O:30])=[CH:25][C:22]=2[C:23]#[N:24])[CH2:12][CH2:13]1)=[O:2])([CH3:7])([CH3:6])[CH3:5], predict the reactants needed to synthesize it. The reactants are: [C:1]([N:8]1[CH2:13][CH2:12][NH:11][CH2:10][CH2:9]1)([O:3][C:4]([CH3:7])([CH3:6])[CH3:5])=[O:2].C(=O)([O-])[O-].[K+].[K+].F[C:21]1[CH:28]=[CH:27][C:26]([N+:29]([O-:31])=[O:30])=[CH:25][C:22]=1[C:23]#[N:24].O. (6) Given the product [C:1]([O:5][C:6]([NH:8][C:9]1[O:17][C:16]2[C:11](=[N:12][CH:13]=[C:14]([CH:18]3[CH2:19][CH2:20][CH2:21]3)[CH:15]=2)[C:10]=1[C:22]([OH:24])=[O:23])=[O:7])([CH3:4])([CH3:2])[CH3:3], predict the reactants needed to synthesize it. The reactants are: [C:1]([O:5][C:6]([NH:8][C:9]1[O:17][C:16]2[C:11](=[N:12][CH:13]=[C:14]([CH:18]3[CH2:21][CH2:20][CH2:19]3)[CH:15]=2)[C:10]=1[C:22]([O:24]CC)=[O:23])=[O:7])([CH3:4])([CH3:3])[CH3:2].O[Li].O.Cl. (7) Given the product [CH3:1][O:2][C:3]1[C:16]([O:17][CH3:18])=[CH:15][CH:14]=[C:13]([C:19]2[CH:20]=[C:21]3[C:25](=[CH:26][CH:27]=2)[C:24](=[O:28])[CH2:23][CH2:22]3)[C:4]=1[O:5][CH2:6][C:7]([CH3:12])([CH3:11])[C:8]([NH:31][CH3:30])=[O:9], predict the reactants needed to synthesize it. The reactants are: [CH3:1][O:2][C:3]1[C:16]([O:17][CH3:18])=[CH:15][CH:14]=[C:13]([C:19]2[CH:20]=[C:21]3[C:25](=[CH:26][CH:27]=2)[C:24](=[O:28])[CH2:23][CH2:22]3)[C:4]=1[O:5][CH2:6][C:7]([CH3:12])([CH3:11])[C:8](O)=[O:9].Cl.[CH3:30][N:31](C)CCCN=C=NCC.O.ON1C2C=CC=CC=2N=N1.C(N(CC)CC)C.CN. (8) Given the product [C:31]([O:30][C:28](=[O:29])[NH:35][CH2:36][C:37]([N:13]1[CH2:12][CH2:11][N:10]([C:14]2[CH:19]=[CH:18][C:17]([O:20][CH3:21])=[C:16]([O:22][CH:23]3[CH2:27][CH2:26][CH2:25][CH2:24]3)[CH:15]=2)[CH2:9][C@@H:8]1[CH2:1][C:2]1[CH:3]=[CH:4][CH:5]=[CH:6][CH:7]=1)=[O:38])([CH3:34])([CH3:32])[CH3:33], predict the reactants needed to synthesize it. The reactants are: [CH2:1]([C@@H:8]1[NH:13][CH2:12][CH2:11][N:10]([C:14]2[CH:19]=[CH:18][C:17]([O:20][CH3:21])=[C:16]([O:22][CH:23]3[CH2:27][CH2:26][CH2:25][CH2:24]3)[CH:15]=2)[CH2:9]1)[C:2]1[CH:7]=[CH:6][CH:5]=[CH:4][CH:3]=1.[C:28]([NH:35][CH2:36][C:37](O)=[O:38])([O:30][C:31]([CH3:34])([CH3:33])[CH3:32])=[O:29].C(N(C(C)C)CC)(C)C.F[P-](F)(F)(F)(F)F.N1(OC(N(C)C)=[N+](C)C)C2N=CC=CC=2N=N1. (9) The reactants are: [OH:1][C:2]1[CH:7]=[CH:6][C:5]([C:8]2[CH:13]=[CH:12][C:11]([C:14]([F:17])([F:16])[F:15])=[CH:10][CH:9]=2)=[CH:4][C:3]=1[C:18]([OH:20])=O.Br[C:22]1[CH:23]=[C:24]([CH:28]=[CH:29][C:30]=1[O:31][CH3:32])[CH2:25][CH2:26][NH2:27].[Cl:33][C:34]1[CH:35]=[C:36](B(O)O)[CH:37]=[CH:38][C:39]=1[F:40]. Given the product [Cl:33][C:34]1[CH:35]=[C:36]([C:22]2[C:30]([O:31][CH3:32])=[CH:29][CH:28]=[C:24]([CH2:25][CH2:26][NH:27][C:18]([C:3]3[CH:4]=[C:5]([C:8]4[CH:13]=[CH:12][C:11]([C:14]([F:17])([F:16])[F:15])=[CH:10][CH:9]=4)[CH:6]=[CH:7][C:2]=3[OH:1])=[O:20])[CH:23]=2)[CH:37]=[CH:38][C:39]=1[F:40], predict the reactants needed to synthesize it. (10) Given the product [Br:1][C:2]1[C:11]2[CH2:10][CH2:9][CH2:8][CH2:7][C:6]=2[CH:5]=[C:4]2[CH:12]=[C:13]([CH3:15])[CH2:14][C:3]=12, predict the reactants needed to synthesize it. The reactants are: [Br:1][C:2]1[C:11]2[CH2:10][CH2:9][CH2:8][CH2:7][C:6]=2[CH:5]=[C:4]2[C:12](=O)[CH:13]([CH3:15])[CH2:14][C:3]=12.[BH4-].[Na+].O.Cl.